This data is from Forward reaction prediction with 1.9M reactions from USPTO patents (1976-2016). The task is: Predict the product of the given reaction. (1) Given the reactants Cl.[F:2][C:3]1[CH:27]=[CH:26][C:6]([CH2:7][S:8][C:9]2[NH:10][C@H:11]([C:20]3[CH:25]=[CH:24][CH:23]=[CH:22][CH:21]=3)[C@H:12]([C:14]3[CH:19]=[CH:18][CH:17]=[CH:16][CH:15]=3)[N:13]=2)=[CH:5][CH:4]=1.C(N(CC)CC)C.[C:35](OC(=O)C)(=[O:37])[CH3:36], predict the reaction product. The product is: [F:2][C:3]1[CH:27]=[CH:26][C:6]([CH2:7][S:8][C:9]2[N:13]([C:35](=[O:37])[CH3:36])[C@H:12]([C:14]3[CH:19]=[CH:18][CH:17]=[CH:16][CH:15]=3)[C@H:11]([C:20]3[CH:21]=[CH:22][CH:23]=[CH:24][CH:25]=3)[N:10]=2)=[CH:5][CH:4]=1. (2) Given the reactants C[O:2][C:3]([C:5]1([C:8]2[CH:13]=[CH:12][C:11]([O:14][CH3:15])=[C:10]([C:16](C)(C)[O:17][SiH2]C(C)(C)C)[CH:9]=2)[CH2:7][CH2:6]1)=[O:4].O[Li].O, predict the reaction product. The product is: [OH:17][CH2:16][C:10]1[CH:9]=[C:8]([C:5]2([C:3]([OH:4])=[O:2])[CH2:7][CH2:6]2)[CH:13]=[CH:12][C:11]=1[O:14][CH3:15]. (3) Given the reactants C(OC([NH:8][CH2:9][CH2:10][C:11]([O:13][CH:14]1[CH2:19][CH2:18][N:17]([CH3:20])[CH2:16][CH2:15]1)=[O:12])=O)(C)(C)C.[ClH:21].NCCCC(OC1C(C)=CC=CC=1C)=O, predict the reaction product. The product is: [ClH:21].[NH2:8][CH2:9][CH2:10][C:11]([O:13][CH:14]1[CH2:15][CH2:16][N:17]([CH3:20])[CH2:18][CH2:19]1)=[O:12]. (4) Given the reactants [Br:1][C:2]1[CH:3]=[C:4]([NH2:10])[C:5]([CH3:9])=[N:6][C:7]=1[Br:8].C(OC(=O)C)(=O)C.CC([O-])=O.[K+].C(O[N:29]=O)CC(C)C.C1OCCOCCOCCOCCOCCOC1.C(=O)([O-])[O-].[K+].[K+], predict the reaction product. The product is: [Br:8][C:7]1[N:6]=[C:5]2[CH:9]=[N:29][NH:10][C:4]2=[CH:3][C:2]=1[Br:1]. (5) The product is: [CH3:13][O:12][C:7]1[CH:6]=[C:5]2[C:10]([CH2:11][CH:3]([NH:2][C:16](=[O:17])[O:18][CH2:19][CH3:20])[C:4]2=[O:14])=[CH:9][CH:8]=1. Given the reactants Cl.[NH2:2][CH:3]1[CH2:11][C:10]2[C:5](=[CH:6][C:7]([O:12][CH3:13])=[CH:8][CH:9]=2)[C:4]1=[O:14].Cl[C:16]([O:18][CH2:19][CH3:20])=[O:17].C(NC(C)C)(C)C.Cl, predict the reaction product. (6) Given the reactants [CH3:1][OH:2].[BH4-].[Na+].COC1C=CC(C[O:12][C:13]2[N:18]=[C:17]([C:19]3[C:24]4[O:25][C:26]5[C:31]([C:32](=O)[C:23]=4[CH:22]=[CH:21][N:20]=3)=[CH:30][C:29]([NH:34][C:35](=[O:41])[O:36][C:37]([CH3:40])([CH3:39])[CH3:38])=[CH:28][CH:27]=5)[CH:16]=[C:15]([N:42]3[CH2:47][CH2:46][O:45][CH2:44][CH2:43]3)[CH:14]=2)=CC=1.[Cl-].[NH4+], predict the reaction product. The product is: [CH3:1][O:2][C:26]1[CH:31]=[CH:30][C:29]([CH:32]2[C:23]3[CH:22]=[CH:21][N:20]=[C:19]([C:17]4[NH:18][C:13](=[O:12])[CH:14]=[C:15]([N:42]5[CH2:47][CH2:46][O:45][CH2:44][CH2:43]5)[CH:16]=4)[C:24]=3[O:25][C:26]3[C:31]2=[CH:30][C:29]([NH:34][C:35](=[O:41])[O:36][C:37]([CH3:38])([CH3:39])[CH3:40])=[CH:28][CH:27]=3)=[CH:28][CH:27]=1. (7) Given the reactants CN([CH:4]([CH3:15])[C:5]([C:7]1[CH:12]=[CH:11][C:10]([F:13])=[CH:9][C:8]=1[F:14])=O)C.[NH2:16]/[C:17](/[CH3:24])=[CH:18]\[C:19]([O:21][CH2:22][CH3:23])=[O:20], predict the reaction product. The product is: [F:14][C:8]1[CH:9]=[C:10]([F:13])[CH:11]=[CH:12][C:7]=1[C:5]1[CH:4]=[CH:15][C:18]([C:19]([O:21][CH2:22][CH3:23])=[O:20])=[C:17]([CH3:24])[N:16]=1. (8) Given the reactants [F:1][C:2]1[CH:7]=[CH:6][C:5]([CH:8]2[CH2:10][CH:9]2[C:11]([OH:13])=O)=[CH:4][CH:3]=1.S(Cl)([Cl:16])=O, predict the reaction product. The product is: [F:1][C:2]1[CH:7]=[CH:6][C:5]([CH:8]2[CH2:10][CH:9]2[C:11]([Cl:16])=[O:13])=[CH:4][CH:3]=1. (9) The product is: [CH2:21]([N:11]1[C:12]2[C:7](=[C:6]([OH:35])[C:5]([C:3]([NH:36][CH2:37][CH2:38][C:39]([OH:41])=[O:40])=[O:2])=[N:14][C:13]=2[C:15]2[CH:20]=[N:19][CH:18]=[CH:17][N:16]=2)[CH:8]=[C:9]([C:29]2[CH:30]=[CH:31][CH:32]=[CH:33][CH:34]=2)[C:10]1=[O:28])[C:22]1[CH:27]=[CH:26][CH:25]=[CH:24][CH:23]=1. Given the reactants C[O:2][C:3]([C:5]1[C:6]([OH:35])=[C:7]2[C:12](=[C:13]([C:15]3[CH:20]=[N:19][CH:18]=[CH:17][N:16]=3)[N:14]=1)[N:11]([CH2:21][C:22]1[CH:27]=[CH:26][CH:25]=[CH:24][CH:23]=1)[C:10](=[O:28])[C:9]([C:29]1[CH:34]=[CH:33][CH:32]=[CH:31][CH:30]=1)=[CH:8]2)=O.[NH2:36][CH2:37][CH2:38][C:39]([OH:41])=[O:40].C[O-].[Na+], predict the reaction product. (10) Given the reactants [CH2:1]([N:3]1[CH2:8][CH2:7][C@@H:6]([NH:9]C(=O)C2C=CC=CC=2)[C@@H:5]([F:18])[CH2:4]1)[CH3:2].[ClH:19], predict the reaction product. The product is: [ClH:19].[ClH:19].[CH2:1]([N:3]1[CH2:8][CH2:7][C@@H:6]([NH2:9])[C@@H:5]([F:18])[CH2:4]1)[CH3:2].